From a dataset of Forward reaction prediction with 1.9M reactions from USPTO patents (1976-2016). Predict the product of the given reaction. (1) The product is: [ClH:1].[ClH:1].[CH:21]1([CH2:25][NH:3][C@@H:4]2[CH2:6][C@H:5]2[C:7]2[CH:8]=[C:9]([C:12]([NH:14][C:15]3[S:16][C:17]([CH3:20])=[N:18][N:19]=3)=[O:13])[S:10][CH:11]=2)[CH2:23][CH2:22]1. Given the reactants [ClH:1].Cl.[NH2:3][C@@H:4]1[CH2:6][C@H:5]1[C:7]1[CH:8]=[C:9]([C:12]([NH:14][C:15]2[S:16][C:17]([CH3:20])=[N:18][N:19]=2)=[O:13])[S:10][CH:11]=1.[CH2:21]1[CH2:25]O[CH2:23][CH2:22]1.C1(C=O)CC1.[BH4-].[Na+], predict the reaction product. (2) The product is: [Cl:40][C:34]1[C:35](=[O:39])[N:36]([CH3:38])[CH:37]=[C:32]([NH:31][CH:8]([C:5]2[CH:6]=[CH:7][C:2]([Cl:1])=[CH:3][CH:4]=2)[C:9]2[C:10]([C:25]([O:27][CH2:28][CH3:29])=[O:26])=[N:11][N:12]([C:15]3[C:16]([O:23][CH3:24])=[N:17][C:18]([O:21][CH3:22])=[N:19][CH:20]=3)[C:13]=2[CH3:14])[CH:33]=1. Given the reactants [Cl:1][C:2]1[CH:7]=[CH:6][C:5]([CH:8](O)[C:9]2[C:10]([C:25]([O:27][CH2:28][CH3:29])=[O:26])=[N:11][N:12]([C:15]3[C:16]([O:23][CH3:24])=[N:17][C:18]([O:21][CH3:22])=[N:19][CH:20]=3)[C:13]=2[CH3:14])=[CH:4][CH:3]=1.[NH2:31][C:32]1[CH:33]=[C:34]([Cl:40])[C:35](=[O:39])[N:36]([CH3:38])[CH:37]=1, predict the reaction product. (3) Given the reactants [Cl:1][C:2]1[CH:7]=[CH:6][CH:5]=[CH:4][C:3]=1[CH:8]([N:12]1[CH2:17][CH2:16][C:15]2[S:18][CH:19]=[CH:20][C:14]=2[CH2:13]1)[C:9](N)=[O:10].OS(O)(=O)=O.[C:26](=O)([O-])[O-:27].[Na+].[Na+], predict the reaction product. The product is: [Cl:1][C:2]1[CH:7]=[CH:6][CH:5]=[CH:4][C:3]=1[C@H:8]([N:12]1[CH2:17][CH2:16][C:15]2[S:18][CH:19]=[CH:20][C:14]=2[CH2:13]1)[C:9]([O:27][CH3:26])=[O:10]. (4) Given the reactants [C:1]([O:5][C:6]([N:8]1[CH2:12][C@@H:11]([C:13]#[N:14])[C@H:10]([O:15]C(=O)C)[CH2:9]1)=[O:7])([CH3:4])([CH3:3])[CH3:2].N, predict the reaction product. The product is: [C:1]([O:5][C:6]([N:8]1[CH2:9][C@@H:10]([OH:15])[C@H:11]([C:13]#[N:14])[CH2:12]1)=[O:7])([CH3:4])([CH3:2])[CH3:3].